Dataset: Full USPTO retrosynthesis dataset with 1.9M reactions from patents (1976-2016). Task: Predict the reactants needed to synthesize the given product. Given the product [CH2:1]([O:3][C:4](=[O:23])[C:5]([O:8][C:9]1[CH:14]=[CH:13][C:12]([O:15][CH2:43][CH2:42][C:26]2[N:27]=[C:28]([C:30]3[CH:35]=[CH:34][C:33]([C:36]4[CH:41]=[CH:40][CH:39]=[CH:38][CH:37]=4)=[CH:32][CH:31]=3)[O:29][C:25]=2[CH3:24])=[CH:11][C:10]=1[CH2:16][CH:17]1[CH2:18][CH2:19][CH2:20][CH2:21][CH2:22]1)([CH3:7])[CH3:6])[CH3:2], predict the reactants needed to synthesize it. The reactants are: [CH2:1]([O:3][C:4](=[O:23])[C:5]([O:8][C:9]1[CH:14]=[CH:13][C:12]([OH:15])=[CH:11][C:10]=1[CH2:16][C:17]1[CH:22]=[CH:21][CH:20]=[CH:19][CH:18]=1)([CH3:7])[CH3:6])[CH3:2].[CH3:24][C:25]1[O:29][C:28]([C:30]2[CH:35]=[CH:34][C:33]([C:36]3[CH:41]=[CH:40][CH:39]=[CH:38][CH:37]=3)=[CH:32][CH:31]=2)=[N:27][C:26]=1[CH2:42][CH2:43]OS(C1C=CC(C)=CC=1)(=O)=O.C([O-])([O-])=O.[Cs+].[Cs+].